Dataset: Reaction yield outcomes from USPTO patents with 853,638 reactions. Task: Predict the reaction yield, written as a fraction of the theoretical maximum amount of product (1.0 means a 100% yield; for example, 0.34 means a 34% yield). (1) The reactants are FC1C=CC(C[N:7]2C(=O)N(C3SC(C(O)=O)=C(C)N=3)C=N2)=CC=1.F[P-](F)(F)(F)(F)F.N1(OC(N(C)C)=[N+](C)C)C2C=CC=CC=2N=N1.[F:48][C:49]1[CH:71]=[CH:70][C:52]([CH2:53][N:54]2[C@@H:58]([CH3:59])[CH2:57][N:56]([C:60]3[S:61][C:62]([C:66]([OH:68])=O)=[C:63]([CH3:65])[N:64]=3)[C:55]2=[O:69])=[CH:51][CH:50]=1.F[B-](F)(F)F.N1(OC(N(C)C)=[N+](C)C)C2C=CC=CC=2N=N1. No catalyst specified. The product is [F:48][C:49]1[CH:71]=[CH:70][C:52]([CH2:53][N:54]2[C@@H:58]([CH3:59])[CH2:57][N:56]([C:60]3[S:61][C:62]([C:66]([NH2:7])=[O:68])=[C:63]([CH3:65])[N:64]=3)[C:55]2=[O:69])=[CH:51][CH:50]=1. The yield is 0.670. (2) The reactants are [CH3:1][N:2]([CH3:17])[S:3]([N:6]1[C:10]2[CH2:11][CH2:12][CH2:13][CH2:14][C:9]=2[N:8]=[C:7]1[CH:15]=O)(=[O:5])=[O:4].[N:18]1[C:27]2[CH:26]([NH:28][CH2:29][CH2:30][CH2:31][CH2:32][N:33]3[C:41](=[O:42])[C:40]4[C:35](=[CH:36][CH:37]=[CH:38][CH:39]=4)[C:34]3=[O:43])[CH2:25][CH2:24][CH2:23][C:22]=2[CH:21]=[CH:20][CH:19]=1.C(O[BH-](OC(=O)C)OC(=O)C)(=O)C.[Na+].C([O-])(O)=O.[Na+]. The catalyst is C(Cl)Cl. The product is [CH3:1][N:2]([CH3:17])[S:3]([N:6]1[C:10]2[CH2:11][CH2:12][CH2:13][CH2:14][C:9]=2[N:8]=[C:7]1[CH2:15][N:28]([CH2:29][CH2:30][CH2:31][CH2:32][N:33]1[C:34](=[O:43])[C:35]2[C:40](=[CH:39][CH:38]=[CH:37][CH:36]=2)[C:41]1=[O:42])[CH:26]1[C:27]2[N:18]=[CH:19][CH:20]=[CH:21][C:22]=2[CH2:23][CH2:24][CH2:25]1)(=[O:5])=[O:4]. The yield is 0.520.